Dataset: Full USPTO retrosynthesis dataset with 1.9M reactions from patents (1976-2016). Task: Predict the reactants needed to synthesize the given product. (1) Given the product [O:6]=[C:2]([CH3:1])[CH2:3][C:4]([NH:12][C@H:11]([C:10]([O:9][CH3:8])=[O:15])[CH2:13][OH:14])=[O:5], predict the reactants needed to synthesize it. The reactants are: [CH2:1]=[C:2]1[O:6][C:4](=[O:5])[CH2:3]1.Cl.[CH3:8][O:9][C:10](=[O:15])[C@H:11]([CH2:13][OH:14])[NH2:12].C([O-])(O)=O.[Na+]. (2) Given the product [C:14]1([N:9]2[CH:10]=[CH:11][C:12](=[O:13])[C:7]([C:5]3[N:29]([C:24]4[CH:25]=[CH:26][CH:27]=[CH:28][C:23]=4[C:22]([F:21])([F:31])[F:32])[N:2]=[CH:3][CH:4]=3)=[N:8]2)[CH:19]=[CH:18][CH:17]=[CH:16][CH:15]=1, predict the reactants needed to synthesize it. The reactants are: C[N:2](C)/[CH:3]=[CH:4]/[C:5]([C:7]1[C:12](=[O:13])[CH:11]=[CH:10][N:9]([C:14]2[CH:19]=[CH:18][CH:17]=[CH:16][CH:15]=2)[N:8]=1)=O.[F:21][C:22]([F:32])([F:31])[C:23]1[CH:28]=[CH:27][CH:26]=[CH:25][C:24]=1[NH:29]N. (3) Given the product [N:14]1[CH:15]=[CH:16][CH:17]=[C:12]([CH2:11][S:10][C:7]2[CH:8]=[CH:9][C:4]([NH2:1])=[CH:5][C:6]=2[C:18]([F:21])([F:19])[F:20])[CH:13]=1, predict the reactants needed to synthesize it. The reactants are: [N+:1]([C:4]1[CH:9]=[CH:8][C:7]([S:10][CH2:11][C:12]2[CH:13]=[N:14][CH:15]=[CH:16][CH:17]=2)=[C:6]([C:18]([F:21])([F:20])[F:19])[CH:5]=1)([O-])=O. (4) Given the product [F:46][C:17]([F:45])([F:16])[C:18]1[CH:44]=[CH:43][CH:42]=[CH:41][C:19]=1[O:20][CH:21]1[CH2:26][CH2:25][N:24]([C:27]2[N:32]=[CH:31][C:30]([N:33]3[CH:37]=[C:36]([CH2:38][C:39]([OH:11])=[O:40])[N:35]=[N:34]3)=[CH:29][N:28]=2)[CH2:23][CH2:22]1, predict the reactants needed to synthesize it. The reactants are: Cl([O-])=O.[Na+].CC(=CC)C.P([O-])(O)(O)=[O:11].[Na+].[F:16][C:17]([F:46])([F:45])[C:18]1[CH:44]=[CH:43][CH:42]=[CH:41][C:19]=1[O:20][CH:21]1[CH2:26][CH2:25][N:24]([C:27]2[N:32]=[CH:31][C:30]([N:33]3[CH:37]=[C:36]([CH2:38][CH:39]=[O:40])[N:35]=[N:34]3)=[CH:29][N:28]=2)[CH2:23][CH2:22]1. (5) Given the product [C:13]1([C@H:19]([N:21]2[C@@H:2]3[C@@H:11]([CH2:10][N:4]([C:5]([O:6][CH2:7][CH3:8])=[O:9])[CH2:3]3)[CH2:12][CH2:22]2)[CH3:20])[CH:18]=[CH:17][CH:16]=[CH:15][CH:14]=1, predict the reactants needed to synthesize it. The reactants are: O=[CH:2][CH2:3][N:4]([CH2:10][CH:11]=[CH2:12])[C:5](=[O:9])[O:6][CH2:7][CH3:8].[C:13]1([C@H:19]([NH:21][CH2:22]C(O)=O)[CH3:20])[CH:18]=[CH:17][CH:16]=[CH:15][CH:14]=1. (6) Given the product [CH2:1]([CH:3]1[N:12]2[C:7](=[CH:8][C:9](=[O:18])[C:10]([C:13]([OH:15])=[O:14])=[CH:11]2)[C:6]2[CH:19]=[C:20]([O:32][CH3:33])[C:21]([O:23][CH2:24][CH2:25][O:31][CH2:38][CH2:39][O:40][CH3:41])=[CH:22][C:5]=2[CH2:4]1)[CH3:2], predict the reactants needed to synthesize it. The reactants are: [CH2:1]([CH:3]1[N:12]2[C:7](=[CH:8][C:9](=[O:18])[C:10]([C:13]([O:15]CC)=[O:14])=[CH:11]2)[C:6]2[CH:19]=[C:20]([O:32][CH3:33])[C:21]([O:23][CH2:24][C:25](=[O:31])N3CCCC3)=[CH:22][C:5]=2[CH2:4]1)[CH3:2].[OH-].[Na+].Cl.C1[CH2:41][O:40][CH2:39][CH2:38]1. (7) Given the product [Si:1]([O:8][CH2:9][C:10]1[N:11]([CH2:20][CH2:21][CH2:22][S:23]([CH3:25])(=[O:24])=[N:30][C:28](=[O:29])[C:27]([F:32])([F:31])[F:26])[C:12]2[C:17]([CH:18]=1)=[CH:16][C:15]([Cl:19])=[CH:14][CH:13]=2)([C:4]([CH3:7])([CH3:6])[CH3:5])([CH3:3])[CH3:2], predict the reactants needed to synthesize it. The reactants are: [Si:1]([O:8][CH2:9][C:10]1[N:11]([CH2:20][CH2:21][CH2:22][S:23]([CH3:25])=[O:24])[C:12]2[C:17]([CH:18]=1)=[CH:16][C:15]([Cl:19])=[CH:14][CH:13]=2)([C:4]([CH3:7])([CH3:6])[CH3:5])([CH3:3])[CH3:2].[F:26][C:27]([F:32])([F:31])[C:28]([NH2:30])=[O:29].[O-2].[Mg+2].C(OI(OC(=O)C)C1C=CC=CC=1)(=O)C.